This data is from Forward reaction prediction with 1.9M reactions from USPTO patents (1976-2016). The task is: Predict the product of the given reaction. (1) Given the reactants [Br:1][C:2]1[CH:18]=[C:17](/[CH:19]=[CH:20]/[CH:21]([C:26]2[CH:31]=[C:30]([Cl:32])[C:29]([Cl:33])=[C:28]([Cl:34])[CH:27]=2)[C:22]([F:25])([F:24])[F:23])[CH:16]=[CH:15][C:3]=1[C:4]([NH:6][CH2:7][C:8]([O:10]C(C)(C)C)=[O:9])=[O:5].C(O)(C(F)(F)F)=O, predict the reaction product. The product is: [Br:1][C:2]1[CH:18]=[C:17](/[CH:19]=[CH:20]/[CH:21]([C:26]2[CH:31]=[C:30]([Cl:32])[C:29]([Cl:33])=[C:28]([Cl:34])[CH:27]=2)[C:22]([F:24])([F:25])[F:23])[CH:16]=[CH:15][C:3]=1[C:4]([NH:6][CH2:7][C:8]([OH:10])=[O:9])=[O:5]. (2) The product is: [NH2:1][C@H:2]1[CH2:3][CH2:4][C@H:5]([NH:8][C:9]2[CH:10]=[C:11]([NH:28][CH:38]3[CH2:39][CH2:40]3)[C:12]3[N:13]([C:15]([C:18]([NH:20][C:21]4[CH:26]=[CH:25][N:24]=[C:23]([Cl:27])[CH:22]=4)=[O:19])=[CH:16][N:17]=3)[N:14]=2)[CH2:6][CH2:7]1. Given the reactants [NH2:1][C@H:2]1[CH2:7][CH2:6][C@H:5]([NH:8][C:9]2[CH:10]=[C:11]([N:28]([CH:38]3[CH2:40][CH2:39]3)CC3C=CC(OC)=CC=3)[C:12]3[N:13]([C:15]([C:18]([NH:20][C:21]4[CH:26]=[CH:25][N:24]=[C:23]([Cl:27])[CH:22]=4)=[O:19])=[CH:16][N:17]=3)[N:14]=2)[CH2:4][CH2:3]1.C(O)(C(F)(F)F)=O, predict the reaction product. (3) Given the reactants [NH2:1][C:2]1[N:7]=[C:6]([N:8]2[CH:17]([CH2:18][OH:19])[CH2:16][C:15]3[C:10](=[CH:11][C:12](Br)=[CH:13][CH:14]=3)[CH2:9]2)[CH:5]=[C:4]([N:21]2[CH2:26][CH2:25][N:24]([CH3:27])[CH2:23][CH2:22]2)[N:3]=1.[CH3:28][NH:29][C:30]([C:32]1[CH:37]=[CH:36][C:35](B2OC(C)(C)C(C)(C)O2)=[CH:34][N:33]=1)=[O:31], predict the reaction product. The product is: [NH2:1][C:2]1[N:7]=[C:6]([N:8]2[CH:17]([CH2:18][OH:19])[CH2:16][C:15]3[C:10](=[CH:11][C:12]([C:35]4[CH:36]=[CH:37][C:32]([C:30]([NH:29][CH3:28])=[O:31])=[N:33][CH:34]=4)=[CH:13][CH:14]=3)[CH2:9]2)[CH:5]=[C:4]([N:21]2[CH2:26][CH2:25][N:24]([CH3:27])[CH2:23][CH2:22]2)[N:3]=1. (4) Given the reactants [C:1]([O:5][C:6]([NH:8][C:9]1[CH:14]=[CH:13][C:12]([Cl:15])=[CH:11][C:10]=1[C:16]1[CH:24]=[C:23]2[N:19]([CH:20]([C:25]([OH:27])=O)[CH2:21][CH2:22]2)[C:18](=[O:28])[CH:17]=1)=[O:7])([CH3:4])([CH3:3])[CH3:2].Cl.[CH3:30][NH:31][O:32][CH3:33].F[P-](F)(F)(F)(F)F.N1(OC(N(C)C)=[N+](C)C)C2N=CC=CC=2N=N1.C(N(C(C)C)CC)(C)C, predict the reaction product. The product is: [Cl:15][C:12]1[CH:13]=[CH:14][C:9]([NH:8][C:6](=[O:7])[O:5][C:1]([CH3:3])([CH3:4])[CH3:2])=[C:10]([C:16]2[CH:24]=[C:23]3[N:19]([CH:20]([C:25](=[O:27])[N:31]([O:32][CH3:33])[CH3:30])[CH2:21][CH2:22]3)[C:18](=[O:28])[CH:17]=2)[CH:11]=1. (5) Given the reactants [CH3:1][O:2][C:3]1[CH:8]=[CH:7][C:6]([S:9]([C:12]2[CH:17]=[CH:16][CH:15]=[CH:14][CH:13]=2)(=[O:11])=[O:10])=[CH:5][CH:4]=1.[Cl:18][S:19](O)(=[O:21])=[O:20].Cl, predict the reaction product. The product is: [CH3:1][O:2][C:3]1[CH:4]=[CH:5][C:6]([S:9]([C:12]2[CH:13]=[CH:14][CH:15]=[CH:16][CH:17]=2)(=[O:10])=[O:11])=[CH:7][C:8]=1[S:19]([Cl:18])(=[O:21])=[O:20]. (6) Given the reactants [Li]C(C)(C)C.[CH3:6][N:7]([C:14]1[S:15][CH:16]=[CH:17][N:18]=1)[C:8]1[CH:13]=[CH:12][CH:11]=[CH:10][CH:9]=1.[Br:19][C:20]1[CH:21]=[N:22][C:23]([Cl:26])=[N:24][CH:25]=1.ClC1C(=O)C(C#N)=C(C#N)C(=O)C=1Cl.O=C1O[C@H]([C@H](CO)O)C([O-])=C1O.[Na+], predict the reaction product. The product is: [Br:19][C:20]1[C:21]([C:16]2[S:15][C:14]([N:7]([CH3:6])[C:8]3[CH:9]=[CH:10][CH:11]=[CH:12][CH:13]=3)=[N:18][CH:17]=2)=[N:22][C:23]([Cl:26])=[N:24][CH:25]=1. (7) Given the reactants O[C:2]1[N:7]=[CH:6][C:5]([C:8](=[O:18])[CH2:9][C:10]2[CH:15]=[CH:14][C:13]([O:16][CH3:17])=[CH:12][CH:11]=2)=[CH:4][CH:3]=1.P(Cl)(Cl)([Cl:21])=O, predict the reaction product. The product is: [Cl:21][C:2]1[N:7]=[CH:6][C:5]([C:8](=[O:18])[CH2:9][C:10]2[CH:15]=[CH:14][C:13]([O:16][CH3:17])=[CH:12][CH:11]=2)=[CH:4][CH:3]=1. (8) The product is: [CH3:29][C@@H:15]1[N:16]([C:19]([O:21][CH2:22][C:23]2[CH:28]=[CH:27][CH:26]=[CH:25][CH:24]=2)=[O:20])[CH2:17][CH2:18][C@@:13]2([NH:12][C:10](=[O:11])[CH:9]([C:8]([O:7][CH2:5][CH3:6])=[O:34])[C:30]2=[O:31])[CH2:14]1. Given the reactants [O-]CC.[Na+].[CH2:5]([O:7][C:8](=[O:34])[CH2:9][C:10]([NH:12][C@:13]1([C:30](OC)=[O:31])[CH2:18][CH2:17][N:16]([C:19]([O:21][CH2:22][C:23]2[CH:28]=[CH:27][CH:26]=[CH:25][CH:24]=2)=[O:20])[C@@H:15]([CH3:29])[CH2:14]1)=[O:11])[CH3:6], predict the reaction product. (9) Given the reactants [Cl:1][C:2]1[N:7]=[C:6]2[CH:8]=[C:9]([C:11]([OH:13])=[O:12])[NH:10][C:5]2=[CH:4][CH:3]=1.S(=O)(=O)(O)O.[CH3:19]O, predict the reaction product. The product is: [Cl:1][C:2]1[N:7]=[C:6]2[CH:8]=[C:9]([C:11]([O:13][CH3:19])=[O:12])[NH:10][C:5]2=[CH:4][CH:3]=1.